This data is from Catalyst prediction with 721,799 reactions and 888 catalyst types from USPTO. The task is: Predict which catalyst facilitates the given reaction. (1) Reactant: C(O[C:6]([N:8]1[CH2:13][CH:12]=[C:11]([C:14]2[NH:23][C:17]3[N:18]=[CH:19][N:20]=[C:21](Cl)[C:16]=3[CH:15]=2)[CH2:10][CH2:9]1)=[O:7])(C)(C)C.[Cl:24][C:25]1[CH:26]=[C:27]([NH2:38])[CH:28]=[C:29]([N:31]2[CH2:36][CH2:35][N:34]([CH3:37])[CH2:33][CH2:32]2)[CH:30]=1.FC(F)(F)C(O)=O.C(N(CC)C(C)C)(C)C.[C:55]([N:59]=C=O)([CH3:58])([CH3:57])[CH3:56]. Product: [C:55]([NH:59][C:6]([N:8]1[CH2:13][CH:12]=[C:11]([C:14]2[NH:23][C:17]3[N:18]=[CH:19][N:20]=[C:21]([NH:38][C:27]4[CH:28]=[C:29]([N:31]5[CH2:36][CH2:35][N:34]([CH3:37])[CH2:33][CH2:32]5)[CH:30]=[C:25]([Cl:24])[CH:26]=4)[C:16]=3[CH:15]=2)[CH2:10][CH2:9]1)=[O:7])([CH3:58])([CH3:57])[CH3:56]. The catalyst class is: 3. (2) Reactant: [S:1]1[CH:5]=[CH:4][C:3]([C:6]2[CH:15]=[CH:14][CH:13]=[CH:12][C:7]=2[C:8]([O:10]C)=O)=[CH:2]1.CN(C=O)C.C(Cl)(=O)C(Cl)=O.[Al+3].[Cl-].[Cl-].[Cl-]. Product: [S:1]1[CH:5]=[CH:4][C:3]2[C:6]3[CH:15]=[CH:14][CH:13]=[CH:12][C:7]=3[C:8](=[O:10])[C:2]1=2. The catalyst class is: 46. (3) Reactant: [H-].[Na+].[C:3]([CH2:5]P(=O)(OCC)OCC)#[N:4].[N+:14]([C:17]1[CH:18]=[C:19]([CH:22]=[C:23]([C:25]([F:28])([F:27])[F:26])[CH:24]=1)[CH:20]=O)([O-:16])=[O:15].O. Product: [N+:14]([C:17]1[CH:18]=[C:19]([CH:20]=[CH:5][C:3]#[N:4])[CH:22]=[C:23]([C:25]([F:26])([F:27])[F:28])[CH:24]=1)([O-:16])=[O:15]. The catalyst class is: 1. (4) Reactant: [NH2:1][CH:2]([CH2:15][C:16]1[CH:21]=[CH:20][C:19]([F:22])=[CH:18][CH:17]=1)[CH:3]([C:5]1[CH:10]=[CH:9][C:8]([C:11]([F:14])([F:13])[F:12])=[CH:7][CH:6]=1)[OH:4].[C:23]1([C:33](Cl)=[O:34])[C:32]2[C:27](=[CH:28][CH:29]=[CH:30][CH:31]=2)[CH:26]=[CH:25][CH:24]=1.C(=O)([O-])O.[Na+]. Product: [F:22][C:19]1[CH:18]=[CH:17][C:16]([CH2:15][CH:2]([NH:1][C:33]([C:23]2[C:32]3[C:27](=[CH:28][CH:29]=[CH:30][CH:31]=3)[CH:26]=[CH:25][CH:24]=2)=[O:34])[CH:3]([OH:4])[C:5]2[CH:10]=[CH:9][C:8]([C:11]([F:12])([F:13])[F:14])=[CH:7][CH:6]=2)=[CH:21][CH:20]=1. The catalyst class is: 84.